Dataset: Merck oncology drug combination screen with 23,052 pairs across 39 cell lines. Task: Regression. Given two drug SMILES strings and cell line genomic features, predict the synergy score measuring deviation from expected non-interaction effect. Drug 1: COC12C(COC(N)=O)C3=C(C(=O)C(C)=C(N)C3=O)N1CC1NC12. Drug 2: CS(=O)(=O)CCNCc1ccc(-c2ccc3ncnc(Nc4ccc(OCc5cccc(F)c5)c(Cl)c4)c3c2)o1. Cell line: OCUBM. Synergy scores: synergy=11.9.